This data is from Catalyst prediction with 721,799 reactions and 888 catalyst types from USPTO. The task is: Predict which catalyst facilitates the given reaction. (1) Reactant: [CH3:1][CH:2]1[C:7]([CH3:13])([C:8]([O:10][CH2:11][CH3:12])=[O:9])[CH2:6][CH2:5][NH:4][CH2:3]1.CCN(C(C)C)C(C)C.[Br:23][C:24]1[CH:25]=[N:26][C:27](Cl)=[N:28][CH:29]=1.CCCCCC. Product: [Br:23][C:24]1[CH:25]=[N:26][C:27]([N:4]2[CH2:5][CH2:6][C:7]([CH3:13])([C:8]([O:10][CH2:11][CH3:12])=[O:9])[CH:2]([CH3:1])[CH2:3]2)=[N:28][CH:29]=1. The catalyst class is: 14. (2) Reactant: C[O:2][C:3](=O)[C:4]1[CH:9]=[C:8]([C:10]#[N:11])[CH:7]=[CH:6][C:5]=1[CH2:12][N:13]1[CH:18]([C:19]2[C:24]([Cl:25])=[CH:23][CH:22]=[CH:21][N:20]=2)[CH2:17][CH2:16][CH2:15][CH:14]1[C:26]1[C:31]([Cl:32])=[CH:30][CH:29]=[CH:28][N:27]=1.[Li+].[BH4-]. Product: [Cl:32][C:31]1[C:26]([CH:14]2[CH2:15][CH2:16][CH2:17][CH:18]([C:19]3[C:24]([Cl:25])=[CH:23][CH:22]=[CH:21][N:20]=3)[N:13]2[CH2:12][C:5]2[CH:6]=[CH:7][C:8]([C:10]#[N:11])=[CH:9][C:4]=2[CH2:3][OH:2])=[N:27][CH:28]=[CH:29][CH:30]=1. The catalyst class is: 702. (3) Reactant: [CH3:1][O:2][C:3]1[CH:4]=[C:5]([CH:10]=[C:11]([C:13]2[CH:18]=[CH:17][C:16]([CH3:19])=[CH:15][N:14]=2)[CH:12]=1)[C:6]([O:8]C)=[O:7].O.O.O.O.O.O.O.O.[OH-].[Ba+2].[OH-].Cl. Product: [CH3:1][O:2][C:3]1[CH:4]=[C:5]([CH:10]=[C:11]([C:13]2[CH:18]=[CH:17][C:16]([CH3:19])=[CH:15][N:14]=2)[CH:12]=1)[C:6]([OH:8])=[O:7]. The catalyst class is: 5. (4) The catalyst class is: 2. Reactant: C(P1(=O)OP(CCC)(=O)OP(CCC)(=O)O1)CC.C(OCC)(=O)C.[CH3:25][C:26]1[N:27]=[N:28][N:29]([CH2:31][C:32]2[CH:37]=[C:36]([O:38][C:39]([F:42])([F:41])[F:40])[CH:35]=[CH:34][C:33]=2/[CH:43]=[CH:44]/[C:45](O)=[O:46])[N:30]=1.[CH3:48][C:49]1[O:50][C:51]([CH:54]2[CH2:59][CH2:58][NH:57][CH2:56][CH2:55]2)=[N:52][N:53]=1.C(=O)(O)[O-].[Na+]. Product: [CH3:48][C:49]1[O:50][C:51]([CH:54]2[CH2:59][CH2:58][N:57]([C:45](=[O:46])/[CH:44]=[CH:43]/[C:33]3[CH:34]=[CH:35][C:36]([O:38][C:39]([F:41])([F:40])[F:42])=[CH:37][C:32]=3[CH2:31][N:29]3[N:28]=[N:27][C:26]([CH3:25])=[N:30]3)[CH2:56][CH2:55]2)=[N:52][N:53]=1. (5) The catalyst class is: 1. Product: [CH3:21][O:22][C:23]1[CH:24]=[C:25]2[C:30](=[CH:31][C:32]=1[O:33][CH3:34])[N:29]=[CH:28][N:27]=[C:26]2[O:35][C:36]1[C:37]([F:43])=[C:38]([NH:39][C:11]([NH:10][C:8]2[O:7][N:6]=[C:5]([C:2]([F:1])([CH3:3])[CH3:4])[CH:9]=2)=[O:20])[CH:40]=[CH:41][CH:42]=1. Reactant: [F:1][C:2]([C:5]1[CH:9]=[C:8]([NH:10][C:11](=[O:20])OC2C=CC(Cl)=CC=2)[O:7][N:6]=1)([CH3:4])[CH3:3].[CH3:21][O:22][C:23]1[CH:24]=[C:25]2[C:30](=[CH:31][C:32]=1[O:33][CH3:34])[N:29]=[CH:28][N:27]=[C:26]2[O:35][C:36]1[C:37]([F:43])=[C:38]([CH:40]=[CH:41][CH:42]=1)[NH2:39]. (6) The catalyst class is: 279. Reactant: [NH:1]1[C:9]2[C:4](=[CH:5][CH:6]=[CH:7][C:8]=2[C:10]#[N:11])[CH:3]=[CH:2]1.[C:12]([O:16][CH2:17][CH3:18])(=[O:15])[CH:13]=[CH2:14].C1COCC1. Product: [C:10]([C:8]1[CH:7]=[CH:6][CH:5]=[C:4]2[C:9]=1[NH:1][CH:2]=[C:3]2[CH2:14][CH2:13][C:12]([O:16][CH2:17][CH3:18])=[O:15])#[N:11]. (7) Reactant: [Br:1][CH2:2][C:3]1[CH:8]=[CH:7][C:6]([CH2:9][C:10]([OH:12])=[O:11])=[CH:5][CH:4]=1.[CH2:13](O)[C:14]1[CH:19]=[CH:18][CH:17]=[CH:16][CH:15]=1.CC(C)N=C=NC(C)C. Product: [Br:1][CH2:2][C:3]1[CH:4]=[CH:5][C:6]([CH2:9][C:10]([O:12][CH2:13][C:14]2[CH:19]=[CH:18][CH:17]=[CH:16][CH:15]=2)=[O:11])=[CH:7][CH:8]=1. The catalyst class is: 64.